This data is from Catalyst prediction with 721,799 reactions and 888 catalyst types from USPTO. The task is: Predict which catalyst facilitates the given reaction. (1) Reactant: [CH3:1][NH:2][C:3]1[CH:4]=[CH:5][CH:6]=[C:7]2[C:11]=1[NH:10][C:9]([C:12]([O:14][CH2:15][CH3:16])=[O:13])=[CH:8]2.C(N(CC)CC)C.[C:24]1([C:29](Cl)=[O:30])[S:28][CH:27]=[CH:26][CH:25]=1. Product: [CH3:1][N:2]([C:29]([C:24]1[S:28][CH:27]=[CH:26][CH:25]=1)=[O:30])[C:3]1[CH:4]=[CH:5][CH:6]=[C:7]2[C:11]=1[NH:10][C:9]([C:12]([O:14][CH2:15][CH3:16])=[O:13])=[CH:8]2. The catalyst class is: 7. (2) The catalyst class is: 22. Reactant: [Br:1][C:2]1[CH:3]=[C:4]([CH:15]=[CH:16][CH:17]=1)[O:5][C:6]1[CH:14]=[CH:13][C:9]([C:10](O)=O)=[CH:8][CH:7]=1.[C:18](Cl)(=[O:22])[C:19](Cl)=O.C[N:25]([CH3:28])C=O.[OH2:29].C([N:32]([CH2:35][CH3:36])[CH2:33][CH3:34])C. Product: [Br:1][C:2]1[CH:3]=[C:4]([CH:15]=[CH:16][CH:17]=1)[O:5][C:6]1[CH:14]=[CH:13][C:9]([C:10]2[N:32]([CH:33]3[CH2:34][CH2:16][CH2:17][CH2:2][CH2:3]3)[C:35]3[CH:36]=[CH:8][C:9]([C:13]([O:22][CH2:18][CH3:19])=[O:29])=[CH:10][C:28]=3[N:25]=2)=[CH:8][CH:7]=1. (3) Reactant: [Cl:1][C:2]1[CH:21]=[CH:20][C:19](I)=[CH:18][C:3]=1[C:4]([NH:6][CH2:7][C:8]12[CH2:17][CH:12]3[CH2:13][CH:14]([CH2:16][CH:10]([CH2:11]3)[CH2:9]1)[CH2:15]2)=[O:5].[C:23]([C:26]1[CH:31]=[CH:30][C:29](B(O)O)=[CH:28][CH:27]=1)([OH:25])=[O:24].C(=O)([O-])[O-].[K+].[K+].O. Product: [Cl:1][C:2]1[CH:21]=[CH:20][C:19]([C:29]2[CH:30]=[CH:31][C:26]([C:23]([OH:25])=[O:24])=[CH:27][CH:28]=2)=[CH:18][C:3]=1[C:4]([NH:6][CH2:7][C:8]12[CH2:17][CH:12]3[CH2:13][CH:14]([CH2:16][CH:10]([CH2:11]3)[CH2:9]1)[CH2:15]2)=[O:5]. The catalyst class is: 184. (4) Reactant: [N:1]1([C:6]2[CH:7]=[C:8]([C:16]3[S:20][C:19]([NH:21]C(=O)C)=[N:18][C:17]=3[CH3:25])[CH:9]=[CH:10][C:11]=2[S:12]([CH3:15])(=[O:14])=[O:13])[CH:5]=[CH:4][N:3]=[CH:2]1.[OH-].[Na+]. Product: [N:1]1([C:6]2[CH:7]=[C:8]([C:16]3[S:20][C:19]([NH2:21])=[N:18][C:17]=3[CH3:25])[CH:9]=[CH:10][C:11]=2[S:12]([CH3:15])(=[O:14])=[O:13])[CH:5]=[CH:4][N:3]=[CH:2]1. The catalyst class is: 361. (5) Reactant: [CH2:1]([O:8][C:9]([N:11]1[CH2:16][CH2:15][NH:14][CH2:13][CH2:12]1)=[O:10])[C:2]1[CH:7]=[CH:6][CH:5]=[CH:4][CH:3]=1.Cl[CH:18]([C:22](=[O:24])[CH3:23])[C:19](=[O:21])[CH3:20].O. Product: [C:19]([CH:18]([N:14]1[CH2:15][CH2:16][N:11]([C:9]([O:8][CH2:1][C:2]2[CH:7]=[CH:6][CH:5]=[CH:4][CH:3]=2)=[O:10])[CH2:12][CH2:13]1)[C:22](=[O:24])[CH3:23])(=[O:21])[CH3:20]. The catalyst class is: 3.